From a dataset of Catalyst prediction with 721,799 reactions and 888 catalyst types from USPTO. Predict which catalyst facilitates the given reaction. (1) Reactant: [Br:1][C:2]1[CH:3]=[C:4]([CH:9]=[C:10]([N+:13]([O-])=O)[C:11]=1[OH:12])[C:5]([O:7][CH3:8])=[O:6].[Sn](Cl)Cl.O. Product: [NH2:13][C:10]1[CH:9]=[C:4]([CH:3]=[C:2]([Br:1])[C:11]=1[OH:12])[C:5]([O:7][CH3:8])=[O:6]. The catalyst class is: 9. (2) Reactant: [Br:1][C:2]1[CH:3]=[C:4]([C:14]([OH:16])=O)[S:5][C:6]=1[C:7]1[N:11]([CH3:12])[N:10]=[CH:9][C:8]=1[Cl:13].[NH2:17][C@@H:18]([CH2:31][C:32]1[CH:37]=[CH:36][CH:35]=[CH:34][C:33]=1[C:38]([F:41])([F:40])[F:39])[CH2:19][N:20]1[C:28](=[O:29])[C:27]2[C:22](=[CH:23][CH:24]=[CH:25][CH:26]=2)[C:21]1=[O:30].C1CN([P+](Br)(N2CCCC2)N2CCCC2)CC1.F[P-](F)(F)(F)(F)F.CCN(C(C)C)C(C)C. Product: [Br:1][C:2]1[CH:3]=[C:4]([C:14]([NH:17][C@@H:18]([CH2:31][C:32]2[CH:37]=[CH:36][CH:35]=[CH:34][C:33]=2[C:38]([F:41])([F:39])[F:40])[CH2:19][N:20]2[C:28](=[O:29])[C:27]3[C:22](=[CH:23][CH:24]=[CH:25][CH:26]=3)[C:21]2=[O:30])=[O:16])[S:5][C:6]=1[C:7]1[N:11]([CH3:12])[N:10]=[CH:9][C:8]=1[Cl:13]. The catalyst class is: 22.